Predict the reactants needed to synthesize the given product. From a dataset of Full USPTO retrosynthesis dataset with 1.9M reactions from patents (1976-2016). (1) Given the product [C:12]([O:16][C:17](=[O:18])[NH:1][CH2:2][C:3]1[CH:8]=[CH:7][C:6]([F:9])=[CH:5][C:4]=1[CH2:10][OH:11])([CH3:15])([CH3:14])[CH3:13], predict the reactants needed to synthesize it. The reactants are: [NH2:1][CH2:2][C:3]1[CH:8]=[CH:7][C:6]([F:9])=[CH:5][C:4]=1[CH2:10][OH:11].[C:12]([O:16][C:17](O[C:17]([O:16][C:12]([CH3:15])([CH3:14])[CH3:13])=[O:18])=[O:18])([CH3:15])([CH3:14])[CH3:13]. (2) Given the product [OH:23][C:22]1[C:21]2[C:16](=[CH:17][CH:18]=[CH:19][CH:20]=2)[C@@:15]([CH3:29])([CH2:24][CH2:25][CH:26]([CH3:28])[CH3:27])[C:14](=[O:30])[C:13]=1[C:8]1[NH:7][C:6]2[CH:31]=[CH:32][C:3]([NH:2][S:49]([C:40]3[CH:41]=[CH:42][C:43]4[C:48](=[CH:47][CH:46]=[CH:45][CH:44]=4)[CH:39]=3)(=[O:51])=[O:50])=[CH:4][C:5]=2[S:10](=[O:12])(=[O:11])[N:9]=1, predict the reactants needed to synthesize it. The reactants are: Cl.[NH2:2][C:3]1[CH:32]=[CH:31][C:6]2[NH:7][C:8]([C:13]3[C:14](=[O:30])[C@:15]([CH3:29])([CH2:24][CH2:25][CH:26]([CH3:28])[CH3:27])[C:16]4[C:21]([C:22]=3[OH:23])=[CH:20][CH:19]=[CH:18][CH:17]=4)=[N:9][S:10](=[O:12])(=[O:11])[C:5]=2[CH:4]=1.N1C=CC=CC=1.[CH:39]1[C:48]2[C:43](=[CH:44][CH:45]=[CH:46][CH:47]=2)[CH:42]=[CH:41][C:40]=1[S:49](Cl)(=[O:51])=[O:50]. (3) The reactants are: C[O:2][C:3]([C:5]1[S:6][C:7]([CH:11]=[C:12]([CH3:14])[CH3:13])=[C:8]([CH3:10])[CH:9]=1)=[O:4].[Li+].[OH-]. Given the product [CH3:10][C:8]1[CH:9]=[C:5]([C:3]([OH:4])=[O:2])[S:6][C:7]=1[CH:11]=[C:12]([CH3:14])[CH3:13], predict the reactants needed to synthesize it.